Dataset: Reaction yield outcomes from USPTO patents with 853,638 reactions. Task: Predict the reaction yield, written as a fraction of the theoretical maximum amount of product (1.0 means a 100% yield; for example, 0.34 means a 34% yield). (1) The reactants are [C:1]1([CH3:11])[CH:6]=[CH:5][C:4]([S:7](Cl)(=[O:9])=[O:8])=[CH:3][CH:2]=1.[CH3:12][C:13]1([CH2:17][OH:18])[CH2:16][O:15][CH2:14]1.C(OCC)(=O)C. The catalyst is N1C=CC=CC=1.CCCCCC. The product is [CH3:11][C:1]1[CH:6]=[CH:5][C:4]([S:7]([O:18][CH2:17][C:13]2([CH3:12])[CH2:16][O:15][CH2:14]2)(=[O:9])=[O:8])=[CH:3][CH:2]=1. The yield is 0.500. (2) The reactants are [CH2:1]([N:6]1[C:14]2[N:13]=[CH:12][NH:11][C:10]=2[C:9](=[O:15])[NH:8]/[C:7]/1=[N:16]\[NH2:17])[CH2:2][CH2:3][CH2:4][CH3:5].O=[CH:19][CH2:20][CH2:21][NH:22][C:23](=[O:32])[O:24][CH2:25][C:26]1[CH:31]=[CH:30][CH:29]=[CH:28][CH:27]=1. The catalyst is C(O)C. The product is [O:15]=[C:9]1[NH:8]/[C:7](=[N:16]\[N:17]=[CH:19]/[CH2:20][CH2:21][NH:22][C:23](=[O:32])[O:24][CH2:25][C:26]2[CH:31]=[CH:30][CH:29]=[CH:28][CH:27]=2)/[N:6]([CH2:1][CH2:2][CH2:3][CH2:4][CH3:5])[C:14]2[N:13]=[CH:12][NH:11][C:10]1=2. The yield is 0.580. (3) The reactants are I[C:2]1[N:3]=[N:4][C:5]([O:8][CH2:9][C:10]2[C:11]([C:16]3[CH:21]=[CH:20][CH:19]=[CH:18][CH:17]=3)=[N:12][O:13][C:14]=2[CH3:15])=[CH:6][CH:7]=1.[CH3:22][NH:23][CH3:24]. The catalyst is [Cu]Br. The product is [CH3:22][N:23]([CH3:24])[C:2]1[N:3]=[N:4][C:5]([O:8][CH2:9][C:10]2[C:11]([C:16]3[CH:21]=[CH:20][CH:19]=[CH:18][CH:17]=3)=[N:12][O:13][C:14]=2[CH3:15])=[CH:6][CH:7]=1. The yield is 0.0800. (4) The reactants are [CH3:1][O:2][C:3]1[C:8]2[N:9]=[C:10](SC)[S:11][C:7]=2[CH:6]=[CH:5][CH:4]=1.[C:14]1(C)C=CC(S(OC)(=O)=O)=CC=1.CC#N.[CH2:29]([N:36]1[C:40](=[O:41])[CH2:39][S:38][C:37]1=[N:42][C:43]1[CH:44]=[C:45]([CH:48]=[CH:49][C:50]=1[NH:51][CH2:52][CH3:53])[C:46]#[N:47])[C:30]1[CH:35]=[CH:34][CH:33]=[CH:32][CH:31]=1. The catalyst is C1(OC)C=CC=CC=1. The product is [CH2:29]([N:36]1[C:40](=[O:41])[C:39](=[C:10]2[N:9]([CH3:14])[C:8]3[C:3]([O:2][CH3:1])=[CH:4][CH:5]=[CH:6][C:7]=3[S:11]2)[S:38][C:37]1=[N:42][C:43]1[CH:44]=[C:45]([CH:48]=[CH:49][C:50]=1[NH:51][CH2:52][CH3:53])[C:46]#[N:47])[C:30]1[CH:35]=[CH:34][CH:33]=[CH:32][CH:31]=1. The yield is 0.690.